Dataset: Full USPTO retrosynthesis dataset with 1.9M reactions from patents (1976-2016). Task: Predict the reactants needed to synthesize the given product. (1) Given the product [CH2:1]([C:3]1[CH:4]=[CH:5][C:6]([O:7][C:8]2[C:17]([CH3:18])=[C:16]3[C:11]([CH:12]=[C:13]([C:23]([O-:25])=[O:24])[CH:14]([C:19]([F:20])([F:22])[F:21])[O:15]3)=[CH:10][CH:9]=2)=[CH:26][CH:27]=1)[CH3:2].[Na+:29], predict the reactants needed to synthesize it. The reactants are: [CH2:1]([C:3]1[CH:27]=[CH:26][C:6]([O:7][C:8]2[C:17]([CH3:18])=[C:16]3[C:11]([CH:12]=[C:13]([C:23]([OH:25])=[O:24])[CH:14]([C:19]([F:22])([F:21])[F:20])[O:15]3)=[CH:10][CH:9]=2)=[CH:5][CH:4]=1)[CH3:2].[OH-].[Na+:29]. (2) Given the product [N:16]([C@@H:1]1[C@@H:5]([OH:6])[CH2:4][N:3]([C:7]([O:9][C:10]([CH3:13])([CH3:12])[CH3:11])=[O:8])[CH2:2]1)=[N+:17]=[N-:18], predict the reactants needed to synthesize it. The reactants are: [CH:1]12[O:6][CH:5]1[CH2:4][N:3]([C:7]([O:9][C:10]([CH3:13])([CH3:12])[CH3:11])=[O:8])[CH2:2]2.CO.[N-:16]=[N+:17]=[N-:18].[Na+].[Cl-].[NH4+]. (3) Given the product [CH2:1]([C:3]([C:6]1[C:14]2[C:9](=[C:10]([NH:15][S:16]([CH3:19])(=[O:17])=[O:18])[CH:11]=[CH:12][CH:13]=2)[NH:8][CH:7]=1)([C:20]1[CH:21]=[CH:22][C:23]2[O:29][C:27]([CH3:28])=[N:26][C:24]=2[CH:25]=1)[CH2:4][CH3:5])[CH3:2], predict the reactants needed to synthesize it. The reactants are: [CH2:1]([C:3]([C:20]1[CH:21]=[CH:22][C:23](O)=[C:24]([NH:26][C:27](=[O:29])[CH3:28])[CH:25]=1)([C:6]1[C:14]2[C:9](=[C:10]([NH:15][S:16]([CH3:19])(=[O:18])=[O:17])[CH:11]=[CH:12][CH:13]=2)[NH:8][CH:7]=1)[CH2:4][CH3:5])[CH3:2].